Dataset: Reaction yield outcomes from USPTO patents with 853,638 reactions. Task: Predict the reaction yield, written as a fraction of the theoretical maximum amount of product (1.0 means a 100% yield; for example, 0.34 means a 34% yield). (1) The reactants are C1OCCOCCOCCOCCOCCOC1.[F-].[K+].C[Si](C)(C)C#CC1(C)COC1.Br[C:33]1[CH:34]=[C:35]2[C:46]3([N:51]=[C:50]([NH2:52])[CH2:49][O:48][CH2:47]3)[C:45]3[C:40](=[CH:41][CH:42]=[C:43](C4C(F)=NC=CC=4)[CH:44]=3)[O:39][C:36]2=[N:37][CH:38]=1. The catalyst is C1C=CC([P]([Pd]([P](C2C=CC=CC=2)(C2C=CC=CC=2)C2C=CC=CC=2)([P](C2C=CC=CC=2)(C2C=CC=CC=2)C2C=CC=CC=2)[P](C2C=CC=CC=2)(C2C=CC=CC=2)C2C=CC=CC=2)(C2C=CC=CC=2)C2C=CC=CC=2)=CC=1.[Cu]I.CN(C=O)C. The product is [O:48]1[CH2:49][C:50]([NH2:52])=[N:51][C:46]2([C:35]3[C:36](=[N:37][CH:38]=[CH:33][CH:34]=3)[O:39][C:40]3[C:45]2=[CH:44][CH:43]=[CH:42][CH:41]=3)[CH2:47]1. The yield is 0.255. (2) The reactants are [H-].[Na+].[CH:3]1([NH:9][C:10]2[C:15]([C:16]([O:18][CH2:19][CH3:20])=[O:17])=[CH:14][N:13]=[C:12]3[NH:21][CH:22]=[CH:23][C:11]=23)[CH2:8][CH2:7][CH2:6][CH2:5][CH2:4]1.[CH3:24][Si:25]([CH2:28][CH2:29][O:30][CH2:31]Cl)([CH3:27])[CH3:26]. The catalyst is CN(C=O)C. The product is [CH:3]1([NH:9][C:10]2[C:15]([C:16]([O:18][CH2:19][CH3:20])=[O:17])=[CH:14][N:13]=[C:12]3[N:21]([CH2:31][O:30][CH2:29][CH2:28][Si:25]([CH3:27])([CH3:26])[CH3:24])[CH:22]=[CH:23][C:11]=23)[CH2:4][CH2:5][CH2:6][CH2:7][CH2:8]1. The yield is 1.00. (3) The reactants are [CH:1]1([CH2:4][N:5]2[C:9]3[CH:10]=[CH:11][C:12]([C:14]#N)=[CH:13][C:8]=3[N:7]=[C:6]2[CH2:16][C:17]2[CH:22]=[CH:21][C:20]([O:23][CH2:24][CH3:25])=[CH:19][CH:18]=2)[CH2:3][CH2:2]1.C(O)=[O:27]. The catalyst is [Ni]. The product is [CH:1]1([CH2:4][N:5]2[C:9]3[CH:10]=[CH:11][C:12]([CH:14]=[O:27])=[CH:13][C:8]=3[N:7]=[C:6]2[CH2:16][C:17]2[CH:22]=[CH:21][C:20]([O:23][CH2:24][CH3:25])=[CH:19][CH:18]=2)[CH2:3][CH2:2]1. The yield is 0.820.